Dataset: Full USPTO retrosynthesis dataset with 1.9M reactions from patents (1976-2016). Task: Predict the reactants needed to synthesize the given product. (1) Given the product [CH3:28][N:15]([C:16]1[N:20]([CH3:21])[C:19]([C:22]2[CH:23]=[CH:24][N:25]=[CH:26][CH:27]=2)=[N:18][N:17]=1)[CH:13]([C:10]1[N:11]=[N:12][N:8]([C:4]2[CH:3]=[C:2]([CH:7]=[CH:6][CH:5]=2)[C:29]#[N:30])[N:9]=1)[CH3:14], predict the reactants needed to synthesize it. The reactants are: I[C:2]1[CH:3]=[C:4]([N:8]2[N:12]=[N:11][C:10]([CH:13]([N:15]([CH3:28])[C:16]3[N:20]([CH3:21])[C:19]([C:22]4[CH:27]=[CH:26][N:25]=[CH:24][CH:23]=4)=[N:18][N:17]=3)[CH3:14])=[N:9]2)[CH:5]=[CH:6][CH:7]=1.[CH3:29][N:30](C=O)C. (2) Given the product [Cl:1][C:2]1[C:11]([C:12]([NH:15][C:16]2[CH:17]=[CH:18][C:19]([C:22]([O:24][CH3:25])=[O:23])=[N:20][CH:21]=2)=[O:13])=[CH:10][C:9]2[C:4](=[CH:5][CH:6]=[CH:7][CH:8]=2)[N:3]=1, predict the reactants needed to synthesize it. The reactants are: [Cl:1][C:2]1[C:11]([C:12](Cl)=[O:13])=[CH:10][C:9]2[C:4](=[CH:5][CH:6]=[CH:7][CH:8]=2)[N:3]=1.[NH2:15][C:16]1[CH:17]=[CH:18][C:19]([C:22]([O:24][CH3:25])=[O:23])=[N:20][CH:21]=1.N1C=CC=CC=1.O. (3) Given the product [C:19]([O:18][C:16]([NH:8][C:5]1[N:6]=[CH:7][C:2]([C:42]2[CH2:47][CH2:46][N:45]([C:48]([O:50][C:51]([CH3:54])([CH3:53])[CH3:52])=[O:49])[CH2:44][CH:43]=2)=[CH:3][C:4]=1[C:23]1[O:24][C:25]([C:28]2[CH:33]=[CH:32][CH:31]=[CH:30][CH:29]=2)=[N:26][N:27]=1)=[O:17])([CH3:22])([CH3:21])[CH3:20], predict the reactants needed to synthesize it. The reactants are: Br[C:2]1[CH:3]=[C:4]([C:23]2[O:24][C:25]([C:28]3[CH:33]=[CH:32][CH:31]=[CH:30][CH:29]=3)=[N:26][N:27]=2)[C:5]([N:8]([C:16]([O:18][C:19]([CH3:22])([CH3:21])[CH3:20])=[O:17])C(=O)OC(C)(C)C)=[N:6][CH:7]=1.CC1(C)C(C)(C)OB([C:42]2[CH2:43][CH2:44][N:45]([C:48]([O:50][C:51]([CH3:54])([CH3:53])[CH3:52])=[O:49])[CH2:46][CH:47]=2)O1.C(P(CC)CC)C.C([O-])([O-])=O.[Na+].[Na+]. (4) Given the product [CH2:1]([N:8]1[C:20]2[C:19]3[N:18]=[CH:17][CH:16]=[CH:15][C:14]=3[N:13]=[CH:12][C:11]=2[N:10]=[C:9]1[O:27][CH2:25][CH3:26])[C:2]1[CH:7]=[CH:6][CH:5]=[CH:4][CH:3]=1, predict the reactants needed to synthesize it. The reactants are: [CH2:1]([N:8]1[C:20]2[C:19]3[N:18]=[CH:17][CH:16]=[CH:15][C:14]=3[N:13]=[CH:12][C:11]=2[N:10]=[C:9]1S(C)(=O)=O)[C:2]1[CH:7]=[CH:6][CH:5]=[CH:4][CH:3]=1.[CH2:25]([OH:27])[CH3:26].[O-]CC.[Na+]. (5) Given the product [Cl:14][C:11]1[CH:10]=[CH:9][N:8]2[C:13]([CH:12]=1)=[C:5]([CH2:4][C:3]([OH:27])=[O:2])[C:6]([CH3:26])=[C:7]2[S:15][C:16]1[CH:21]=[CH:20][C:19]([S:22]([CH3:25])(=[O:24])=[O:23])=[CH:18][CH:17]=1, predict the reactants needed to synthesize it. The reactants are: C[O:2][C:3](=[O:27])[CH2:4][C:5]1[C:6]([CH3:26])=[C:7]([S:15][C:16]2[CH:21]=[CH:20][C:19]([S:22]([CH3:25])(=[O:24])=[O:23])=[CH:18][CH:17]=2)[N:8]2[C:13]=1[CH:12]=[C:11]([Cl:14])[CH:10]=[CH:9]2.O1CCCC1.[OH-].[Li+]. (6) Given the product [F:1][C:2]1[CH:31]=[C:30]([F:32])[CH:29]=[CH:28][C:3]=1[CH2:4][N:5]1[C:10](=[O:11])[CH:9]=[CH:8][C:7]([CH2:12][C:13]2[C:21]3[C:16](=[CH:17][CH:18]=[CH:19][CH:20]=3)[N:15]([CH2:22][C:23]([OH:25])=[O:24])[C:14]=2[CH3:27])=[CH:6]1, predict the reactants needed to synthesize it. The reactants are: [F:1][C:2]1[CH:31]=[C:30]([F:32])[CH:29]=[CH:28][C:3]=1[CH2:4][N:5]1[C:10](=[O:11])[CH:9]=[CH:8][C:7]([CH2:12][C:13]2[C:21]3[C:16](=[CH:17][CH:18]=[CH:19][CH:20]=3)[N:15]([CH2:22][C:23]([O:25]C)=[O:24])[C:14]=2[CH3:27])=[CH:6]1.O.[OH-].[Li+]. (7) Given the product [NH2:1][C:4]1[CH:5]=[C:6]([CH:10]([C:12]2[N:13]=[CH:14][N:15]([C:17]([O:19][C:20]([CH3:21])([CH3:23])[CH3:22])=[O:18])[CH:16]=2)[CH3:11])[CH:7]=[CH:8][CH:9]=1, predict the reactants needed to synthesize it. The reactants are: [N+:1]([C:4]1[CH:5]=[C:6]([C:10]([C:12]2[N:13]=[CH:14][N:15]([C:17]([O:19][C:20]([CH3:23])([CH3:22])[CH3:21])=[O:18])[CH:16]=2)=[CH2:11])[CH:7]=[CH:8][CH:9]=1)([O-])=O. (8) Given the product [F:34][C:32]([F:33])([F:35])[C:28]1[CH:27]=[C:26]([CH:31]=[CH:30][CH:29]=1)[CH2:25][N:22]1[CH2:23][C@H:24]2[C@H:17]([NH:16][C:14](=[O:15])[C@H:9]([CH2:10][CH:11]([CH3:12])[CH3:13])[NH2:8])[CH2:18][CH2:19][C@H:20]2[CH2:21]1, predict the reactants needed to synthesize it. The reactants are: C(OC([NH:8][C@H:9]([C:14]([NH:16][C@H:17]1[C@H:24]2[C@H:20]([CH2:21][N:22]([CH2:25][C:26]3[CH:31]=[CH:30][CH:29]=[C:28]([C:32]([F:35])([F:34])[F:33])[CH:27]=3)[CH2:23]2)[CH2:19][CH2:18]1)=[O:15])[CH2:10][CH:11]([CH3:13])[CH3:12])=O)(C)(C)C.Cl.